This data is from Full USPTO retrosynthesis dataset with 1.9M reactions from patents (1976-2016). The task is: Predict the reactants needed to synthesize the given product. (1) Given the product [OH:1][C:2]([CH3:35])([CH3:34])[CH2:3][C@@:4]1([C:28]2[CH:33]=[CH:32][CH:31]=[CH:30][CH:29]=2)[O:9][C:8](=[O:10])[N:7]([C@H:11]([C:13]2[CH:18]=[CH:17][C:16]([C:37]3[S:38][CH:39]=[CH:40][N:41]=3)=[CH:15][CH:14]=2)[CH3:12])[CH2:6][CH2:5]1, predict the reactants needed to synthesize it. The reactants are: [OH:1][C:2]([CH3:35])([CH3:34])[CH2:3][C@@:4]1([C:28]2[CH:33]=[CH:32][CH:31]=[CH:30][CH:29]=2)[O:9][C:8](=[O:10])[N:7]([C@H:11]([C:13]2[CH:18]=[CH:17][C:16](B3OC(C)(C)C(C)(C)O3)=[CH:15][CH:14]=2)[CH3:12])[CH2:6][CH2:5]1.Br[C:37]1[S:38][CH:39]=[CH:40][N:41]=1. (2) Given the product [F:34][CH:35]1[CH2:38][N:37]([CH2:30][C:28]2[C:27]([CH3:32])=[N:26][N:25]([C:23]3[CH:22]=[CH:21][N:20]=[C:19]([NH:18][C:4]4[C:3]([O:2][CH3:1])=[CH:8][C:7]([N:9]5[CH2:14][CH2:13][O:12][CH2:11][CH2:10]5)=[C:6]([NH:15][C:3](=[O:2])[CH:4]=[CH2:5])[CH:5]=4)[N:24]=3)[CH:29]=2)[CH2:36]1, predict the reactants needed to synthesize it. The reactants are: [CH3:1][O:2][C:3]1[CH:8]=[C:7]([N:9]2[CH2:14][CH2:13][O:12][CH2:11][CH2:10]2)[C:6]([N+:15]([O-])=O)=[CH:5][C:4]=1[NH:18][C:19]1[N:24]=[C:23]([N:25]2[CH:29]=[C:28]([CH:30]=O)[C:27]([CH3:32])=[N:26]2)[CH:22]=[CH:21][N:20]=1.Cl.[F:34][CH:35]1[CH2:38][NH:37][CH2:36]1. (3) Given the product [NH:1]1[C:9]2[C:4](=[CH:5][CH:6]=[CH:7][CH:8]=2)[C:3]([C@H:10]([CH3:30])[C@@H:11]([NH:15][C:16]([N:18]2[CH2:23][CH2:22][CH:21]([C:24]3[CH:29]=[CH:28][CH:27]=[CH:26][CH:25]=3)[CH2:20][CH2:19]2)=[O:17])[C:12]([NH:46][C:44]2[CH:43]=[CH:42][C:39]3[CH2:40][CH2:41][NH:35][CH2:36][CH2:37][C:38]=3[CH:45]=2)=[O:13])=[CH:2]1, predict the reactants needed to synthesize it. The reactants are: [NH:1]1[C:9]2[C:4](=[CH:5][CH:6]=[CH:7][CH:8]=2)[C:3]([C@H:10]([CH3:30])[C@@H:11]([NH:15][C:16]([N:18]2[CH2:23][CH2:22][CH:21]([C:24]3[CH:29]=[CH:28][CH:27]=[CH:26][CH:25]=3)[CH2:20][CH2:19]2)=[O:17])[C:12](O)=[O:13])=[CH:2]1.FC(F)(F)C([N:35]1[CH2:41][CH2:40][C:39]2[CH:42]=[CH:43][C:44]([NH2:46])=[CH:45][C:38]=2[CH2:37][CH2:36]1)=O.CCN=C=NCCCN(C)C.C1C=CC2N(O)N=NC=2C=1.C(=O)([O-])[O-].[Na+].[Na+]. (4) Given the product [CH3:1][O:2][C:3]1[CH:4]=[C:5]([CH2:11][CH2:12][CH2:13][N:14]2[C:15]3[C:16](=[CH:17][C:18]([O:21][CH2:22][C:23]#[CH:24])=[CH:19][CH:20]=3)[C:25]([C:27]3[CH:32]=[CH:31][C:30]([CH:33]([CH3:35])[CH3:34])=[CH:29][CH:28]=3)=[N:38][C:37]2=[O:36])[CH:6]=[CH:7][C:8]=1[O:9][CH3:10], predict the reactants needed to synthesize it. The reactants are: [CH3:1][O:2][C:3]1[CH:4]=[C:5]([CH2:11][CH2:12][CH2:13][NH:14][C:15]2[CH:20]=[CH:19][C:18]([O:21][CH2:22][C:23]#[CH:24])=[CH:17][C:16]=2[C:25]([C:27]2[CH:32]=[CH:31][C:30]([CH:33]([CH3:35])[CH3:34])=[CH:29][CH:28]=2)=O)[CH:6]=[CH:7][C:8]=1[O:9][CH3:10].[O-:36][C:37]#[N:38].[Na+].C(OCC)(=O)C.O. (5) The reactants are: Cl[C:2]1[N:7]=[CH:6][N:5]=[C:4]2[N:8]([C:11]3[CH:16]=[CH:15][C:14]([O:17][CH3:18])=[CH:13][CH:12]=3)[N:9]=[CH:10][C:3]=12.[NH2:19][C:20]1[CH:21]=[C:22]([CH:38]=[CH:39][C:40]=1[CH3:41])[C:23]([NH:25][C:26]1[CH:31]=[CH:30][C:29]([O:32][CH3:33])=[C:28]([C:34]([F:37])([F:36])[F:35])[CH:27]=1)=[O:24]. Given the product [CH3:18][O:17][C:14]1[CH:15]=[CH:16][C:11]([N:8]2[C:4]3=[N:5][CH:6]=[N:7][C:2]([NH:19][C:20]4[CH:21]=[C:22]([CH:38]=[CH:39][C:40]=4[CH3:41])[C:23]([NH:25][C:26]4[CH:31]=[CH:30][C:29]([O:32][CH3:33])=[C:28]([C:34]([F:35])([F:36])[F:37])[CH:27]=4)=[O:24])=[C:3]3[CH:10]=[N:9]2)=[CH:12][CH:13]=1, predict the reactants needed to synthesize it.